This data is from Forward reaction prediction with 1.9M reactions from USPTO patents (1976-2016). The task is: Predict the product of the given reaction. (1) The product is: [O:11]=[C:10]1[CH:9]([C:8]([O:7][CH2:5][CH3:6])=[O:22])[C:17](=[O:19])[C:14]2([CH2:15][CH2:16]2)[CH2:13][NH:12]1. Given the reactants [O-]CC.[Na+].[CH2:5]([O:7][C:8](=[O:22])[CH2:9][C:10]([NH:12][CH2:13][C:14]1([C:17]([O:19]CC)=O)[CH2:16][CH2:15]1)=[O:11])[CH3:6], predict the reaction product. (2) Given the reactants [C:1]([C:3]1[CH:4]=[CH:5][C:6]2[O:10][C:9]([CH:11]([NH:18][C:19]3[CH:24]=[CH:23][C:22]([C:25]([NH:27][CH2:28][CH2:29][C:30]([O:32]CC)=[O:31])=[O:26])=[CH:21][CH:20]=3)[CH:12]3[CH2:17][CH2:16][CH2:15][CH2:14][CH2:13]3)=[C:8]([CH3:35])[C:7]=2[CH:36]=1)#[N:2].O1CCCC1.[OH-].[Li+], predict the reaction product. The product is: [C:1]([C:3]1[CH:4]=[CH:5][C:6]2[O:10][C:9]([CH:11]([NH:18][C:19]3[CH:20]=[CH:21][C:22]([C:25]([NH:27][CH2:28][CH2:29][C:30]([OH:32])=[O:31])=[O:26])=[CH:23][CH:24]=3)[CH:12]3[CH2:17][CH2:16][CH2:15][CH2:14][CH2:13]3)=[C:8]([CH3:35])[C:7]=2[CH:36]=1)#[N:2]. (3) Given the reactants [CH2:1]([O:3][C:4]([C:6]1[C:11](=[O:12])NC2=CSC=C2C=1Cl)=[O:5])[CH3:2].Cl.[CH3:18][O:19][C:20]([C:22]1[C:26]([NH2:27])=[CH:25][S:24][CH:23]=1)=[O:21].C(C(C(Cl)=O)C(Cl)=O)C, predict the reaction product. The product is: [CH3:18][O:19][C:20]([C:22]1[C:26]([NH:27][C:11](=[O:12])[CH2:6][C:4]([O:3][CH2:1][CH3:2])=[O:5])=[CH:25][S:24][CH:23]=1)=[O:21].